Dataset: Merck oncology drug combination screen with 23,052 pairs across 39 cell lines. Task: Regression. Given two drug SMILES strings and cell line genomic features, predict the synergy score measuring deviation from expected non-interaction effect. (1) Drug 1: O=C(CCCCCCC(=O)Nc1ccccc1)NO. Drug 2: Cn1cc(-c2cnn3c(N)c(Br)c(C4CCCNC4)nc23)cn1. Cell line: OV90. Synergy scores: synergy=-1.72. (2) Drug 1: CNC(=O)c1cc(Oc2ccc(NC(=O)Nc3ccc(Cl)c(C(F)(F)F)c3)cc2)ccn1. Drug 2: CCc1cnn2c(NCc3ccc[n+]([O-])c3)cc(N3CCCCC3CCO)nc12. Cell line: SKMEL30. Synergy scores: synergy=-6.35. (3) Drug 1: Cn1nnc2c(C(N)=O)ncn2c1=O. Drug 2: CC(C)CC(NC(=O)C(Cc1ccccc1)NC(=O)c1cnccn1)B(O)O. Cell line: HCT116. Synergy scores: synergy=0.190. (4) Drug 1: N#Cc1ccc(Cn2cncc2CN2CCN(c3cccc(Cl)c3)C(=O)C2)cc1. Drug 2: CCC1(O)C(=O)OCc2c1cc1n(c2=O)Cc2cc3c(CN(C)C)c(O)ccc3nc2-1. Cell line: SW837. Synergy scores: synergy=10.5. (5) Drug 1: N.N.O=C(O)C1(C(=O)O)CCC1.[Pt]. Drug 2: NC(=O)c1cccc2cn(-c3ccc(C4CCCNC4)cc3)nc12. Cell line: RKO. Synergy scores: synergy=14.0.